From a dataset of Experimentally validated miRNA-target interactions with 360,000+ pairs, plus equal number of negative samples. Binary Classification. Given a miRNA mature sequence and a target amino acid sequence, predict their likelihood of interaction. (1) The miRNA is hsa-miR-6504-5p with sequence UCUGGCUGUGCUGUAAUGCAG. The protein sequence of the target gene is MEKPPSPPPPPRAQTSPGLGKVGVLPNRRLGAVRGGLMSSPPGRRARLASPGTSRPSSEAREELRRRLRDLIEGNRVMIFSKSYCPHSTRVKELFSSLGVVYNILELDQVDDGASVQEVLTEISNQKTVPNIFVNKVHVGGCDRTFQAHQNGLLQKLLQDDSAHDYDLIIIGGGSGGLSCAKEAANLGKKVMVLDFVVPSPQGTTWGLGGTCVNVGCIPKKLMHQAALLGHALQDAKKYGWEYNQQVKHNWEAMTEAIQSHIGSLNWGYRVTLREKGVTYVNSFGEFVDLHKIKATNKKG.... Result: 0 (no interaction). (2) The miRNA is hsa-miR-6882-5p with sequence UACAAGUCAGGAGCUGAAGCAG. The protein sequence of the target gene is MAGDTHCPAEPLAREGTLWEALRALLPHSKEDLKLDLGEKVERSVVTLLQRATELFYEGRRDECLQSSEVILDYSWEKLNTGTWQDVDKDWRRVYAIGCLLKALCLCQAPEDANTVAAALRVCDMGLLMGAAILGDILLKVAAILQTHLPGKRPARGSLPEQPCTKKARADHGLIPDVKLEKTVPRLHRPSLQHFREQFLVPGRPVILKGVADHWPCMQKWSLEYIQEIAGCRTVPVEVGSRYTDEEWSQTLMTVNEFISKYIVNEPRDVGYLAQHQLFDQIPELKQDISIPDYCSLGDG.... Result: 0 (no interaction). (3) The miRNA is hsa-miR-4777-3p with sequence AUACCUCAUCUAGAAUGCUGUA. The protein sequence of the target gene is MHPGVLAAFLFLSWTHCRALPLPSGGDEDDLSEEDLQFAERYLRSYYHPTNLAGILKENAASSMTERLREMQSFFGLEVTGKLDDNTLDVMKKPRCGVPDVGEYNVFPRTLKWSKMNLTYRIVNYTPDMTHSEVEKAFKKAFKVWSDVTPLNFTRLHDGIADIMISFGIKEHGDFYPFDGPSGLLAHAFPPGPNYGGDAHFDDDETWTSSSKGYNLFLVAAHEFGHSLGLDHSKDPGALMFPIYTYTGKSHFMLPDDDVQGIQSLYGPGDEDPNPKHPKTPDKCDPSLSLDAITSLRGET.... Result: 0 (no interaction). (4) The miRNA is hsa-miR-4649-3p with sequence UCUGAGGCCUGCCUCUCCCCA. The protein sequence of the target gene is MAVAAWLQVSPVIFLLLGAQPFPLSFLGAGPAPVFAADRSKWHIPMPSGKGYFNFGKILFRNTTILLKFDGEPCDQSLNITWFLKSADCYNEIYNFKADEIESYLENLKGKKGLSGRYQTSSRLFQNCSELYKAQSFSGDFTHRLPLLGEKQEAKENATNVTFTGDKIAMHEPLQTWQDAPYIFIVHVGISSSKESPKENALSNLFTMTVEVKGPYEYLTLEDYPLMIFFMVMCIVYVLFGVLWLAWSACYWRDLLRIQFWIGAVIFLGMFEKAVFYAEFQNIRYKGESVQNALVLAELL.... Result: 0 (no interaction). (5) The miRNA is hsa-miR-520a-3p with sequence AAAGUGCUUCCCUUUGGACUGU. The protein sequence of the target gene is MSEQGGLTPTILEEGQTEPESAPENGILKSESLDEEEKLELQRRLAAQNQERRKSKSGAGKGKLTRSLAVCEESSARSGGESHQDQESIHLQLSSFPSLQEEDKSRKDDSEREKEKDKNREKLSERPKIRMLSKDCSQEYTDSTGIDLHGFLINTLKNNSRDRMILLKMEQEMIDFIADSNNHYKKFPQMSSYQRMLVHRVAAYFGLDHNVDQTGKSVIINKTSSTRIPEQRFCEHLKDEKSEESQKRFILKRDNSSIDKEDNQNRMHPFRDDRRSKSIEEREEEYQRVRERIFAHDSVC.... Result: 0 (no interaction). (6) The miRNA is hsa-miR-514a-5p with sequence UACUCUGGAGAGUGACAAUCAUG. The protein sequence of the target gene is MPLAQLADPWQKMAVESPSDSAENGQQIMDEPMGEEEINPQTEEGSIKEIAITHHVKEGHEKADPSQFELLKVLGQGSFGKVFLVKKISGSDARQLYAMKVLKKATLKVRDRVRTKMERDILVEVNHPFIVKLHYAFQTEGKLYLILDFLRGGDLFTRLSKEVMFTEEDVKFYLAELALALDHLHSLGIIYRDLKPENILLDEEGHIKLTDFGLSKESIDHEKKAYSFCGTVEYMAPEVVNRRGHTQSADWWSFGVLMFEMLTGTLPFQGKDRKETMTMILKAKLGMPQFLSPEAQSLLR.... Result: 0 (no interaction). (7) Result: 1 (interaction). The protein sequence of the target gene is MDLGTAEGTRCTDPPAGKPAMAPKRKGGLKLNAICAKLSRQVVVEKRADAGSHTEGSPSQPRDQERSGPESGAARAPRSEEDKRRAVIEKWVNGEYSEEPAPTPVLGRIAREGLELPPEGVYMVQPQGCSDEEDHAEEPSKDGGALEEKDSDGAASKEDSGPSTRQASGEASSLRDYAASTMTEFLGMFGYDDQNTRDELARKISFEKLHAGSTPEAATSSMLPTSEDTLSKRARFSKYEEYIRKLKAGEQLSWPAPSTKTEERVGKEVVGTLPGLRLPSSTAHLETKATILPLPSHSSV.... The miRNA is hsa-miR-33a-3p with sequence CAAUGUUUCCACAGUGCAUCAC.